From a dataset of Cav3 T-type calcium channel HTS with 100,875 compounds. Binary Classification. Given a drug SMILES string, predict its activity (active/inactive) in a high-throughput screening assay against a specified biological target. (1) The drug is n1(nc(cc1C)C)c1ncc(nn1)c1ccccc1. The result is 0 (inactive). (2) The molecule is S=C(Oc1ccc(cc1)C(=O)Nc1ccc(OC)cc1)N(c1ccc(OC)cc1)C. The result is 0 (inactive). (3) The drug is S(=O)(=O)(NNC(=O)COc1c(C(C)C)ccc(c1)C)c1ccc(NC(=O)C)cc1. The result is 0 (inactive).